Predict the product of the given reaction. From a dataset of Forward reaction prediction with 1.9M reactions from USPTO patents (1976-2016). (1) Given the reactants Br[C:2]1[CH:7]=[CH:6][C:5]([C:8]2[N:12]=[C:11]([CH3:13])[O:10][N:9]=2)=[CH:4][C:3]=1[CH3:14].[CH3:15][C:16]1[CH:36]=[CH:35][C:19]([C:20]([NH:22][C:23]2[CH:28]=[CH:27][CH:26]=[C:25]([N:29]3[CH2:34][CH2:33][O:32][CH2:31][CH2:30]3)[CH:24]=2)=[O:21])=[CH:18][C:17]=1B1OC(C)(C)C(C)(C)O1, predict the reaction product. The product is: [N:29]1([C:25]2[CH:24]=[C:23]([NH:22][C:20]([C:19]3[CH:35]=[C:36]([C:2]4[CH:7]=[CH:6][C:5]([C:8]5[N:12]=[C:11]([CH3:13])[O:10][N:9]=5)=[CH:4][C:3]=4[CH3:14])[C:16]([CH3:15])=[CH:17][CH:18]=3)=[O:21])[CH:28]=[CH:27][CH:26]=2)[CH2:30][CH2:31][O:32][CH2:33][CH2:34]1. (2) The product is: [CH3:18][C:10]([CH3:19])([CH2:11][N:12]1[CH2:17][CH2:16][N:22]([CH3:21])[CH2:14][CH2:13]1)[C:9]([O:8][CH2:1][C:2]1[CH:7]=[CH:6][CH:5]=[CH:4][CH:3]=1)=[O:20]. Given the reactants [CH2:1]([O:8][C:9](=[O:20])[C:10]([CH3:19])([CH3:18])[CH2:11][N:12]1[CH2:17][CH2:16]C[CH2:14][CH2:13]1)[C:2]1[CH:7]=[CH:6][CH:5]=[CH:4][CH:3]=1.[CH3:21][N:22]1CCNCC1, predict the reaction product. (3) Given the reactants [CH3:1][O:2][C:3]1[CH:8]=[CH:7][C:6]([CH:9]=[CH2:10])=[CH:5][C:4]=1[N+:11]([O-])=O.C(O)(=O)C, predict the reaction product. The product is: [CH3:1][O:2][C:3]1[CH:8]=[CH:7][C:6]([CH:9]=[CH2:10])=[CH:5][C:4]=1[NH2:11]. (4) Given the reactants [CH3:1][N:2]1[CH:11]=[CH:10][C:9]2[C:4](=[CH:5][CH:6]=[C:7]([CH3:12])[CH:8]=2)[C:3]1=[O:13].[Br:14]Br, predict the reaction product. The product is: [Br:14][C:10]1[C:9]2[C:4](=[CH:5][CH:6]=[C:7]([CH3:12])[CH:8]=2)[C:3](=[O:13])[N:2]([CH3:1])[CH:11]=1. (5) Given the reactants [N+:1]([C:4]1[N:5]=[C:6]2[N:11]([CH:12]=1)[CH2:10][CH:9]([NH2:13])[CH2:8][O:7]2)([O-:3])=[O:2].[F:14][C:15]([F:39])([F:38])[O:16][C:17]1[CH:37]=[CH:36][C:20]([O:21][CH:22]2[CH2:27][CH2:26][N:25]([CH2:28][CH2:29][O:30][CH2:31][CH2:32][C:33](Cl)=[O:34])[CH2:24][CH2:23]2)=[CH:19][CH:18]=1, predict the reaction product. The product is: [F:39][C:15]([F:14])([F:38])[O:16][C:17]1[CH:18]=[CH:19][C:20]([O:21][CH:22]2[CH2:27][CH2:26][N:25]([CH2:28][CH2:29][O:30][CH2:31][CH2:32][C:33]([NH:13][C@@H:9]3[CH2:8][O:7][C:6]4=[N:5][C:4]([N+:1]([O-:3])=[O:2])=[CH:12][N:11]4[CH2:10]3)=[O:34])[CH2:24][CH2:23]2)=[CH:36][CH:37]=1. (6) Given the reactants [S:1]1[C:5]2[CH:6]=[CH:7][CH:8]=[CH:9][C:4]=2[N:3]=[C:2]1[NH:10][CH2:11][CH2:12][NH:13]C(=O)OC(C)(C)C, predict the reaction product. The product is: [S:1]1[C:5]2[CH:6]=[CH:7][CH:8]=[CH:9][C:4]=2[N:3]=[C:2]1[NH:10][CH2:11][CH2:12][NH2:13]. (7) Given the reactants [Cl:1][C:2]1[N:3]=[CH:4][C:5]2[C:10](I)=[CH:9][N:8]([C:12]([CH3:22])([CH3:21])[CH2:13][O:14][CH:15]3[CH2:20][CH2:19][CH2:18][CH2:17][O:16]3)[C:6]=2[N:7]=1.[Li]CCCC.[C:28]([C:30]1[CH:41]=[CH:40][C:33]([C:34](N(OC)C)=[O:35])=[CH:32][C:31]=1[F:42])#[N:29], predict the reaction product. The product is: [Cl:1][C:2]1[N:3]=[CH:4][C:5]2[C:10]([C:34]([C:33]3[CH:40]=[CH:41][C:30]([C:28]#[N:29])=[C:31]([F:42])[CH:32]=3)=[O:35])=[CH:9][N:8]([C:12]([CH3:22])([CH3:21])[CH2:13][O:14][CH:15]3[CH2:20][CH2:19][CH2:18][CH2:17][O:16]3)[C:6]=2[N:7]=1. (8) Given the reactants [F:1][C:2]1[CH:3]=[C:4]2[N:10]([CH2:11][CH:12]=O)[C:9](=[O:14])[S:8][C:5]2=[N:6][CH:7]=1.[O:15]1[C:24]2[CH:23]=[C:22]([CH2:25][N:26]([CH:34]3[CH2:39][CH2:38][NH:37][CH2:36][CH2:35]3)C(=O)OC(C)(C)C)[N:21]=[CH:20][C:19]=2[O:18][CH2:17][CH2:16]1.CO.FC(F)(F)C(O)=O.C(Cl)(Cl)[Cl:50], predict the reaction product. The product is: [ClH:50].[ClH:50].[O:15]1[C:24]2[CH:23]=[C:22]([CH2:25][NH:26][CH:34]3[CH2:39][CH2:38][N:37]([CH2:12][CH2:11][N:10]4[C:4]5[C:5](=[N:6][CH:7]=[C:2]([F:1])[CH:3]=5)[S:8][C:9]4=[O:14])[CH2:36][CH2:35]3)[N:21]=[CH:20][C:19]=2[O:18][CH2:17][CH2:16]1.